From a dataset of Full USPTO retrosynthesis dataset with 1.9M reactions from patents (1976-2016). Predict the reactants needed to synthesize the given product. Given the product [CH2:19]([N:15]1[C@@H:16]([CH3:18])[CH2:17][C@H:13]([CH2:12][OH:11])[CH2:14]1)[C:20]1[CH:25]=[CH:24][CH:23]=[CH:22][CH:21]=1, predict the reactants needed to synthesize it. The reactants are: CC1C=CC(S([O:11][CH2:12][C@H:13]2[CH2:17][C@H:16]([CH3:18])[N:15]([CH2:19][C:20]3[CH:25]=[CH:24][CH:23]=[CH:22][CH:21]=3)[CH2:14]2)(=O)=O)=CC=1.